This data is from Catalyst prediction with 721,799 reactions and 888 catalyst types from USPTO. The task is: Predict which catalyst facilitates the given reaction. (1) The catalyst class is: 7. Reactant: [S:1]1[CH:5]=[CH:4][CH:3]=[C:2]1[S:6]([NH:9][C:10]1[CH:11]=[CH:12][CH:13]=[C:14]2[C:18]=1[NH:17][C:16]([C:19](=[S:21])[NH2:20])=[CH:15]2)(=[O:8])=[O:7].[C:22]([O:27][CH2:28][CH3:29])(=[O:26])[C:23]#[C:24][CH3:25].C(P(CCCC)CCCC)CCC.C1(C)C=CC=CC=1. Product: [CH2:28]([O:27][C:22](=[O:26])[CH2:23][CH:24]1[S:21][C:19]([C:16]2[NH:17][C:18]3[C:14]([CH:15]=2)=[CH:13][CH:12]=[CH:11][C:10]=3[NH:9][S:6]([C:2]2[S:1][CH:5]=[CH:4][CH:3]=2)(=[O:7])=[O:8])=[N:20][CH2:25]1)[CH3:29]. (2) Reactant: [CH2:1]([N:8]1[CH2:13][CH2:12][CH:11]([NH2:14])[CH2:10][CH2:9]1)[C:2]1[CH:7]=[CH:6][CH:5]=[CH:4][CH:3]=1.ClCCl.C(N(CC)CC)C.[Br:25][CH2:26][CH2:27][CH2:28][CH2:29][C:30](Cl)=[O:31]. Product: [CH2:1]([N:8]1[CH2:13][CH2:12][CH:11]([NH:14][C:30](=[O:31])[CH2:29][CH2:28][CH2:27][CH2:26][Br:25])[CH2:10][CH2:9]1)[C:2]1[CH:3]=[CH:4][CH:5]=[CH:6][CH:7]=1. The catalyst class is: 6.